Dataset: Full USPTO retrosynthesis dataset with 1.9M reactions from patents (1976-2016). Task: Predict the reactants needed to synthesize the given product. (1) The reactants are: Cl[C:2]1[N:7]=[CH:6][N:5]=[C:4]([N:8]2[C:12]([NH2:13])=[N:11][C:10]([NH:14][C:15]3[CH:20]=[CH:19][CH:18]=[CH:17][CH:16]=3)=[N:9]2)[CH:3]=1.[NH:21]1[CH2:26][CH2:25][NH:24][CH2:23][CH2:22]1.O. Given the product [C:15]1([NH:14][C:10]2[N:11]=[C:12]([NH2:13])[N:8]([C:4]3[CH:3]=[C:2]([N:21]4[CH2:26][CH2:25][NH:24][CH2:23][CH2:22]4)[N:7]=[CH:6][N:5]=3)[N:9]=2)[CH:20]=[CH:19][CH:18]=[CH:17][CH:16]=1, predict the reactants needed to synthesize it. (2) Given the product [C:16]([O:19][C:20]([NH:2][CH2:1][C:3]1[CH:13]=[CH:12][C:11]([F:14])=[CH:10][C:4]=1[C:5]([O:7][CH2:8][CH3:9])=[O:6])=[O:21])([CH3:18])([CH3:17])[CH3:15], predict the reactants needed to synthesize it. The reactants are: [C:1]([C:3]1[CH:13]=[CH:12][C:11]([F:14])=[CH:10][C:4]=1[C:5]([O:7][CH2:8][CH3:9])=[O:6])#[N:2].[CH3:15][C:16]([O:19][C:20](O[C:20]([O:19][C:16]([CH3:18])([CH3:17])[CH3:15])=[O:21])=[O:21])([CH3:18])[CH3:17].C(=O)(O)[O-].[Na+]. (3) Given the product [CH:24]1([C:13]2[C:14]3[C:19](=[CH:18][C:17]([C:20]([O:22][CH3:23])=[O:21])=[CH:16][CH:15]=3)[N:11]([CH2:10][CH2:9][OH:8])[C:12]=2[C:30]2[C:31]([OH:36])=[N:32][CH:33]=[CH:34][CH:35]=2)[CH2:29][CH2:28][CH2:27][CH2:26][CH2:25]1, predict the reactants needed to synthesize it. The reactants are: C([O:8][CH2:9][CH2:10][N:11]1[C:19]2[C:14](=[CH:15][CH:16]=[C:17]([C:20]([O:22][CH3:23])=[O:21])[CH:18]=2)[C:13]([CH:24]2[CH2:29][CH2:28][CH2:27][CH2:26][CH2:25]2)=[C:12]1[C:30]1[C:31]([O:36]CC2C=CC=CC=2)=[N:32][CH:33]=[CH:34][CH:35]=1)C1C=CC=CC=1. (4) Given the product [C:52]([O:51][C:48]1[CH:47]=[CH:46][C:45]([CH2:44][C@H:40]([NH:39][C:37](=[O:38])[O:36][CH2:35][CH:33]2[C:34]3[CH:22]=[CH:23][CH:24]=[CH:25][C:26]=3[C:27]3[C:32]2=[CH:31][CH:30]=[CH:29][CH:28]=3)[C:41]([N:7]([C@@H:5]([CH3:6])[CH:4]([O:19][CH2:20][CH3:21])[O:3][CH2:1][CH3:2])[CH2:8][C:9]2[CH:18]=[CH:17][CH:16]=[C:15]3[C:10]=2[N:11]=[CH:12][CH:13]=[N:14]3)=[O:42])=[CH:50][CH:49]=1)([CH3:55])([CH3:53])[CH3:54], predict the reactants needed to synthesize it. The reactants are: [CH2:1]([O:3][CH:4]([O:19][CH2:20][CH3:21])[C@@H:5]([NH:7][CH2:8][C:9]1[CH:18]=[CH:17][CH:16]=[C:15]2[C:10]=1[N:11]=[CH:12][CH:13]=[N:14]2)[CH3:6])[CH3:2].[CH:22]1[C:34]2[CH:33]([CH2:35][O:36][C:37]([NH:39][C@@H:40]([CH2:44][C:45]3[CH:50]=[CH:49][C:48]([O:51][C:52]([CH3:55])([CH3:54])[CH3:53])=[CH:47][CH:46]=3)[C:41](O)=[O:42])=[O:38])[C:32]3[C:27](=[CH:28][CH:29]=[CH:30][CH:31]=3)[C:26]=2[CH:25]=[CH:24][CH:23]=1. (5) Given the product [CH3:1][O:2][C:3](=[O:20])[C:4]1[CH:9]=[CH:8][C:7]([CH3:10])=[C:6]([N:11]2[C:16](=[O:17])[CH:15]=[C:14]([O:18][CH2:22][C:23]3[CH:28]=[CH:27][CH:26]=[C:25]([CH3:29])[N:24]=3)[N:13]=[C:12]2[CH3:19])[CH:5]=1, predict the reactants needed to synthesize it. The reactants are: [CH3:1][O:2][C:3](=[O:20])[C:4]1[CH:9]=[CH:8][C:7]([CH3:10])=[C:6]([N:11]2[C:16](=[O:17])[CH:15]=[C:14]([OH:18])[N:13]=[C:12]2[CH3:19])[CH:5]=1.Br[CH2:22][C:23]1[CH:28]=[CH:27][CH:26]=[C:25]([CH3:29])[N:24]=1.C(=O)([O-])[O-].[K+].[K+].C1OCCOCCOCCOCCOCCOC1. (6) Given the product [CH3:11][O:10][C:4]1[CH:3]=[C:2]([O:1][CH2:20][C:21]2[CH:26]=[CH:25][CH:24]=[CH:23][N:22]=2)[CH:9]=[CH:8][C:5]=1[CH:6]=[O:7], predict the reactants needed to synthesize it. The reactants are: [OH:1][C:2]1[CH:9]=[CH:8][C:5]([CH:6]=[O:7])=[C:4]([O:10][CH3:11])[CH:3]=1.C(=O)([O-])[O-].[K+].[K+].Cl.Cl[CH2:20][C:21]1[CH:26]=[CH:25][CH:24]=[CH:23][N:22]=1.O. (7) The reactants are: [NH:1]1[CH2:6][CH2:5][O:4][CH2:3][CH2:2]1.[N+:7]([C:10]1[CH:11]=[C:12]([S:16](Cl)(=[O:18])=[O:17])[CH:13]=[CH:14][CH:15]=1)([O-:9])=[O:8]. Given the product [N+:7]([C:10]1[CH:11]=[C:12]([S:16]([N:1]2[CH2:6][CH2:5][O:4][CH2:3][CH2:2]2)(=[O:18])=[O:17])[CH:13]=[CH:14][CH:15]=1)([O-:9])=[O:8], predict the reactants needed to synthesize it.